Dataset: HIV replication inhibition screening data with 41,000+ compounds from the AIDS Antiviral Screen. Task: Binary Classification. Given a drug SMILES string, predict its activity (active/inactive) in a high-throughput screening assay against a specified biological target. (1) The drug is O=C(O)CC(Cl)C(NC(=O)OCc1ccccc1)C(=O)O. The result is 0 (inactive). (2) The molecule is O=S(CC=CCS(=O)c1ccccc1)c1ccccc1. The result is 0 (inactive).